The task is: Predict which catalyst facilitates the given reaction.. This data is from Catalyst prediction with 721,799 reactions and 888 catalyst types from USPTO. (1) Reactant: CC(C)([O-])C.[K+].C1COCC1.[NH:12]1[CH2:17][CH2:16][O:15][CH2:14][CH2:13]1.Cl[C:19]1[N:24]=[C:23]([NH2:25])[C:22]([N+:26]([O-:28])=[O:27])=[CH:21][CH:20]=1. Product: [O:15]1[CH2:16][CH2:17][N:12]([C:19]2[N:24]=[C:23]([NH2:25])[C:22]([N+:26]([O-:28])=[O:27])=[CH:21][CH:20]=2)[CH2:13][CH2:14]1. The catalyst class is: 6. (2) Product: [CH3:11][C:8]1[CH:9]=[C:10]2[C:5]([C:4](=[O:12])[N:22]3[CH:19]([C:16]4[CH:17]=[CH:18][CH:13]=[CH:14][CH:15]=4)[CH2:20][O:3][CH:2]32)=[CH:6][CH:7]=1. Reactant: O[CH:2]1[C:10]2[C:5](=[CH:6][CH:7]=[C:8]([CH3:11])[CH:9]=2)[C:4](=[O:12])[O:3]1.[CH:13]1[CH:18]=[CH:17][C:16]([C@H:19]([NH2:22])[CH2:20]O)=[CH:15][CH:14]=1.CCCCCC.C(OCC)(=O)C. The catalyst class is: 11. (3) Reactant: [CH3:1][O:2][C:3]1[C:4]([OH:20])=[C:5]([C:9]2[N:13]([C:14]3[CH:19]=[CH:18][CH:17]=[CH:16][CH:15]=3)[N:12]=[CH:11][CH:10]=2)[N:6]=[N:7][CH:8]=1.[H-].[Na+].[F:23][C:24]([F:35])([F:34])[CH2:25]OS(C(F)(F)F)(=O)=O.CO. Product: [CH3:1][O:2][C:3]1[C:4](=[O:20])[C:5]([C:9]2[N:13]([C:14]3[CH:19]=[CH:18][CH:17]=[CH:16][CH:15]=3)[N:12]=[CH:11][CH:10]=2)=[N:6][N:7]([CH2:25][C:24]([F:35])([F:34])[F:23])[CH:8]=1. The catalyst class is: 3. (4) Product: [Br:8][C:7]1[C:2]([CH3:10])=[N:3][CH:4]=[C:5]([F:9])[CH:6]=1. The catalyst class is: 77. Reactant: Br[C:2]1[C:7]([Br:8])=[CH:6][C:5]([F:9])=[CH:4][N:3]=1.[CH3:10]B(O)O.C([O-])([O-])=O.[K+].[K+].O. (5) Reactant: [F:1][C:2]1[CH:7]=[C:6]([F:8])[CH:5]=[CH:4][C:3]=1[C:9]1[C:13]([C:14]2[CH:15]=[CH:16][C:17]3[N:18]([C:20]([CH:23]([CH3:25])[CH3:24])=[N:21][N:22]=3)[N:19]=2)=[CH:12][N:11]([CH:26]2[CH2:30][CH2:29][NH:28][CH2:27]2)[N:10]=1.CCN(C(C)C)C(C)C.[CH3:40][S:41](Cl)(=[O:43])=[O:42]. Product: [F:1][C:2]1[CH:7]=[C:6]([F:8])[CH:5]=[CH:4][C:3]=1[C:9]1[C:13]([C:14]2[CH:15]=[CH:16][C:17]3[N:18]([C:20]([CH:23]([CH3:24])[CH3:25])=[N:21][N:22]=3)[N:19]=2)=[CH:12][N:11]([CH:26]2[CH2:30][CH2:29][N:28]([S:41]([CH3:40])(=[O:43])=[O:42])[CH2:27]2)[N:10]=1. The catalyst class is: 2. (6) Product: [CH3:1][C@@H:2]1[CH2:6][CH2:5][CH2:4][N:3]1[CH2:7][CH2:8][C:9]1[CH:14]=[CH:13][C:12]([C:15]2[CH:20]=[CH:19][C:18]([CH2:21][CH2:22][C:23]([NH:26][CH2:27][C:28]([O:30][C:31]([CH3:34])([CH3:33])[CH3:32])=[O:29])=[O:24])=[CH:17][CH:16]=2)=[CH:11][CH:10]=1. The catalyst class is: 3. Reactant: [CH3:1][C@@H:2]1[CH2:6][CH2:5][CH2:4][N:3]1[CH2:7][CH2:8][C:9]1[CH:14]=[CH:13][C:12]([C:15]2[CH:20]=[CH:19][C:18]([CH2:21][CH2:22][C:23](O)=[O:24])=[CH:17][CH:16]=2)=[CH:11][CH:10]=1.[NH2:26][CH2:27][C:28]([O:30][C:31]([CH3:34])([CH3:33])[CH3:32])=[O:29].CN(C(ON1N=NC2C=CC=NC1=2)=[N+](C)C)C.F[P-](F)(F)(F)(F)F.Cl. (7) Reactant: C[O:2][C:3]([C:5]1[S:6][C:7]([C:24]2[CH:29]=[CH:28][CH:27]=[CH:26][CH:25]=2)=[CH:8][C:9]=1[N:10]([CH:21]1[CH2:23][CH2:22]1)[C:11](=[O:20])[C:12]1[CH:17]=[CH:16][C:15]([Cl:18])=[CH:14][C:13]=1[Cl:19])=[O:4].[Li+].[OH-]. Product: [CH:21]1([N:10]([C:11](=[O:20])[C:12]2[CH:17]=[CH:16][C:15]([Cl:18])=[CH:14][C:13]=2[Cl:19])[C:9]2[CH:8]=[C:7]([C:24]3[CH:29]=[CH:28][CH:27]=[CH:26][CH:25]=3)[S:6][C:5]=2[C:3]([OH:4])=[O:2])[CH2:23][CH2:22]1. The catalyst class is: 87. (8) Reactant: C([O:8][N:9]1[C:15](=[O:16])[N:14]2[CH2:17][C@H:10]1[CH2:11][CH2:12][C@H:13]2[C:18]([NH:20][NH:21][C:22]([CH:24]1[CH2:26][C:25]1([F:28])[F:27])=[O:23])=[O:19])C1C=CC=CC=1. Product: [F:28][C:25]1([F:27])[CH2:26][CH:24]1[C:22]([NH:21][NH:20][C:18]([C@@H:13]1[CH2:12][CH2:11][C@@H:10]2[CH2:17][N:14]1[C:15](=[O:16])[N:9]2[OH:8])=[O:19])=[O:23]. The catalyst class is: 19. (9) Reactant: [Br:1][C:2]1[CH:9]=[CH:8][C:5]([CH:6]=O)=[CH:4][CH:3]=1.[C:10]([CH2:12][C:13]([O:15][CH2:16][CH3:17])=[O:14])#[N:11].N1CCCCC1. Product: [CH2:16]([O:15][C:13](=[O:14])[C:12]([C:10]#[N:11])=[CH:6][C:5]1[CH:8]=[CH:9][C:2]([Br:1])=[CH:3][CH:4]=1)[CH3:17]. The catalyst class is: 11. (10) Reactant: [OH:1][C:2]1[CH:3]=[C:4]([CH:8]=[CH:9][C:10]=1[CH2:11][C:12]1[CH:17]=[CH:16][C:15]([O:18][CH3:19])=[CH:14][CH:13]=1)[C:5]([NH2:7])=O.C(N(CC)CC)C.FC(F)(F)S(OS(C(F)(F)F)(=O)=O)(=O)=O.O. Product: [OH:1][C:2]1[CH:3]=[C:4]([CH:8]=[CH:9][C:10]=1[CH2:11][C:12]1[CH:17]=[CH:16][C:15]([O:18][CH3:19])=[CH:14][CH:13]=1)[C:5]#[N:7]. The catalyst class is: 4.